The task is: Regression/Classification. Given a drug SMILES string, predict its absorption, distribution, metabolism, or excretion properties. Task type varies by dataset: regression for continuous measurements (e.g., permeability, clearance, half-life) or binary classification for categorical outcomes (e.g., BBB penetration, CYP inhibition). Dataset: cyp2d6_veith.. This data is from CYP2D6 inhibition data for predicting drug metabolism from PubChem BioAssay. (1) The compound is COc1ccc(Oc2ncc3nc(-c4ccc(Cl)cc4)c(=O)n(C[C@H]4CCCO4)c3n2)cc1. The result is 0 (non-inhibitor). (2) The molecule is O=C(Nc1ccccc1)N1CC2(CCN(C(=O)c3cnccn3)CC2)C1. The result is 0 (non-inhibitor). (3) The drug is C[C@@H]1CC[C@@H]2N(C1)C[C@@H]1[C@@]3(O)C[C@@]45O[C@]6(O)[C@@H](O)CC[C@@]4(C)[C@H]6CC[C@@H]5[C@@]3(O)C[C@@H](O)[C@@]1(O)[C@@]2(C)O. The result is 0 (non-inhibitor).